The task is: Predict the reaction yield, written as a fraction of the theoretical maximum amount of product (1.0 means a 100% yield; for example, 0.34 means a 34% yield).. This data is from Reaction yield outcomes from USPTO patents with 853,638 reactions. The reactants are [Si]([O:8][CH2:9][CH2:10][N:11]([C:28]1[CH:33]=[CH:32][CH:31]=[CH:30][C:29]=1[Cl:34])[C:12]([C:14]1[S:27][C:17]2[C:18]3[CH:26]=[CH:25][CH:24]=[CH:23][C:19]=3[O:20][CH2:21][CH2:22][C:16]=2[CH:15]=1)=[O:13])(C(C)(C)C)(C)C.C(O)(=O)C.O.[F-].C([N+](CCCC)(CCCC)CCCC)CCC. The catalyst is O1CCCC1. The product is [Cl:34][C:29]1[CH:30]=[CH:31][CH:32]=[CH:33][C:28]=1[N:11]([CH2:10][CH2:9][OH:8])[C:12]([C:14]1[S:27][C:17]2[C:18]3[CH:26]=[CH:25][CH:24]=[CH:23][C:19]=3[O:20][CH2:21][CH2:22][C:16]=2[CH:15]=1)=[O:13]. The yield is 0.400.